This data is from Reaction yield outcomes from USPTO patents with 853,638 reactions. The task is: Predict the reaction yield, written as a fraction of the theoretical maximum amount of product (1.0 means a 100% yield; for example, 0.34 means a 34% yield). (1) The reactants are Br[CH2:2][CH2:3][CH2:4][CH2:5][CH2:6][O:7][CH2:8][C:9]1[C:22]2[C:23]3=[C:24]4[C:19](=[CH:20][CH:21]=2)[CH:18]=[CH:17][CH:16]=[C:15]4[CH:14]=[CH:13][C:12]3=[CH:11][CH:10]=1.[C:25]1(=[O:35])[NH:29][C:28](=[O:30])[C:27]2=[CH:31][CH:32]=[CH:33][CH:34]=[C:26]12.C(=O)([O-])[O-].[K+].[K+]. The catalyst is CN(C=O)C. The product is [C:9]1([CH2:8][O:7][CH2:6][CH2:5][CH2:4][CH2:3][CH2:2][N:29]2[C:25](=[O:35])[C:26]3[C:27](=[CH:31][CH:32]=[CH:33][CH:34]=3)[C:28]2=[O:30])[C:22]2[C:23]3=[C:24]4[C:19](=[CH:20][CH:21]=2)[CH:18]=[CH:17][CH:16]=[C:15]4[CH:14]=[CH:13][C:12]3=[CH:11][CH:10]=1. The yield is 0.760. (2) The reactants are [Br:1][C:2]1[CH:3]=[C:4]([NH:10][C:11]2[CH:16]=[CH:15][C:14]([N:17]3[CH2:22][CH2:21][NH:20][CH2:19][CH2:18]3)=[CH:13][N:12]=2)[C:5](=[O:9])[N:6]([CH3:8])[CH:7]=1.[O:23]1[CH2:26][C:25](=O)[CH2:24]1.[BH3-]C#N.[Na+].O. The catalyst is CO.[Cl-].[Zn+2].[Cl-]. The product is [Br:1][C:2]1[CH:3]=[C:4]([NH:10][C:11]2[CH:16]=[CH:15][C:14]([N:17]3[CH2:22][CH2:21][N:20]([CH:25]4[CH2:26][O:23][CH2:24]4)[CH2:19][CH2:18]3)=[CH:13][N:12]=2)[C:5](=[O:9])[N:6]([CH3:8])[CH:7]=1. The yield is 0.610.